From a dataset of Catalyst prediction with 721,799 reactions and 888 catalyst types from USPTO. Predict which catalyst facilitates the given reaction. (1) Reactant: [NH2:1][N:2]1[CH:6]=[CH:5][CH:4]=[C:3]1[C:7]([NH2:9])=[O:8].[C:10]([O:14][C:15](=[O:30])[CH2:16][CH2:17][C@H:18]([NH:22][C:23]([O:25][C:26]([CH3:29])([CH3:28])[CH3:27])=[O:24])[C:19](O)=[O:20])([CH3:13])([CH3:12])[CH3:11].Cl.CN(C)CCCN=C=NCC. Product: [C:26]([O:25][C:23]([NH:22][C@H:18]([C:19]([NH:1][N:2]1[CH:6]=[CH:5][CH:4]=[C:3]1[C:7](=[O:8])[NH2:9])=[O:20])[CH2:17][CH2:16][C:15]([O:14][C:10]([CH3:13])([CH3:12])[CH3:11])=[O:30])=[O:24])([CH3:28])([CH3:27])[CH3:29]. The catalyst class is: 1. (2) Reactant: C(N(CC)CC)C.CS(Cl)(=O)=O.[Cl:13][C:14]1[CH:15]=[C:16]([CH2:39]O)[CH:17]=[C:18]([CH2:20][N:21]2[C:25]3[CH:26]=[CH:27][C:28]4[N:29]([C:30]([CH3:33])=[N:31][N:32]=4)[C:24]=3[CH:23]=[C:22]2[C:34]2[O:35][CH:36]=[N:37][N:38]=2)[CH:19]=1.Cl.[NH:42]1[CH2:45][CH:44]([OH:46])[CH2:43]1.S([O-])(=O)(=O)C. Product: [Cl:13][C:14]1[CH:15]=[C:16]([CH:17]=[C:18]([CH2:20][N:21]2[C:25]3[CH:26]=[CH:27][C:28]4[N:29]([C:30]([CH3:33])=[N:31][N:32]=4)[C:24]=3[CH:23]=[C:22]2[C:34]2[O:35][CH:36]=[N:37][N:38]=2)[CH:19]=1)[CH2:39][N:42]1[CH2:45][CH:44]([OH:46])[CH2:43]1. The catalyst class is: 168.